From a dataset of Reaction yield outcomes from USPTO patents with 853,638 reactions. Predict the reaction yield, written as a fraction of the theoretical maximum amount of product (1.0 means a 100% yield; for example, 0.34 means a 34% yield). (1) The reactants are [CH3:1][N:2]1[CH2:7][CH2:6][CH:5]([O:8][C:9]2[CH:21]=[CH:20][C:19]3[C:18]4[C:13](=[CH:14][C:15]([O:22][CH:23]5[CH2:28][CH2:27][N:26]([CH3:29])[CH2:25][CH2:24]5)=[CH:16][CH:17]=4)[C:12](=[O:30])[C:11]=3[CH:10]=2)[CH2:4][CH2:3]1.[ClH:31].O1CCOCC1. The catalyst is C(OCC)(=O)C.C(O)C. The product is [ClH:31].[ClH:31].[CH3:29][N:26]1[CH2:27][CH2:28][CH:23]([O:22][C:15]2[CH:16]=[CH:17][C:18]3[C:19]4[C:11](=[CH:10][C:9]([O:8][CH:5]5[CH2:6][CH2:7][N:2]([CH3:1])[CH2:3][CH2:4]5)=[CH:21][CH:20]=4)[C:12](=[O:30])[C:13]=3[CH:14]=2)[CH2:24][CH2:25]1. The yield is 0.570. (2) The reactants are [CH2:1]([O:8][C@@H:9]1[CH2:14][CH2:13][CH2:12][CH2:11][C@H:10]1[N:15]1[C:19]([C:20]2[CH:25]=[CH:24][CH:23]=[CH:22][CH:21]=2)=[C:18]([C:26](O)=[O:27])[NH:17][C:16]1=[O:29])[C:2]1[CH:7]=[CH:6][CH:5]=[CH:4][CH:3]=1.C(Cl)CCl.C1C=CC2N(O)N=NC=2C=1.CCN(C(C)C)C(C)C.[N:53]1([C:59]([O:61][C:62]([CH3:65])([CH3:64])[CH3:63])=[O:60])[CH2:58][CH2:57][NH:56][CH2:55][CH2:54]1. The catalyst is CN(C=O)C.O. The product is [CH2:1]([O:8][C@@H:9]1[CH2:14][CH2:13][CH2:12][CH2:11][C@H:10]1[N:15]1[C:19]([C:20]2[CH:21]=[CH:22][CH:23]=[CH:24][CH:25]=2)=[C:18]([C:26]([N:56]2[CH2:55][CH2:54][N:53]([C:59]([O:61][C:62]([CH3:65])([CH3:64])[CH3:63])=[O:60])[CH2:58][CH2:57]2)=[O:27])[NH:17][C:16]1=[O:29])[C:2]1[CH:3]=[CH:4][CH:5]=[CH:6][CH:7]=1. The yield is 0.750. (3) The reactants are [Li+].C[Si]([N-][Si](C)(C)C)(C)C.[F:11][C:12]1[CH:18]=[C:17]([I:19])[CH:16]=[CH:15][C:13]=1[NH2:14].F[C:21]1[C:26]([F:27])=[C:25]([F:28])[CH:24]=[C:23]([F:29])[C:22]=1[N+:30]([O-:32])=[O:31].C(OCC)(=O)C. The catalyst is C1COCC1.CCCCCC. The product is [F:11][C:12]1[CH:18]=[C:17]([I:19])[CH:16]=[CH:15][C:13]=1[NH:14][C:21]1[C:22]([N+:30]([O-:32])=[O:31])=[C:23]([F:29])[CH:24]=[C:25]([F:28])[C:26]=1[F:27]. The yield is 0.588. (4) The reactants are [Cl:1][C:2]1[CH:3]=[CH:4][C:5]([O:26][CH2:27][CH:28]([CH3:30])[CH3:29])=[C:6]([CH2:8][N:9]2[C:13]([CH3:14])=[CH:12][C:11]([C:15]([NH:17][C:18]3[CH:23]=[CH:22][C:21]([CH:24]=O)=[CH:20][CH:19]=3)=[O:16])=[N:10]2)[CH:7]=1.[NH:31]1[CH2:36][CH2:35][CH:34]([OH:37])[CH2:33][CH2:32]1.C(O[BH-](OC(=O)C)OC(=O)C)(=O)C.[Na+].C(OCC)(=O)C. The catalyst is O1CCCC1.[Cl-].[Na+].O. The product is [ClH:1].[Cl:1][C:2]1[CH:3]=[CH:4][C:5]([O:26][CH2:27][CH:28]([CH3:30])[CH3:29])=[C:6]([CH2:8][N:9]2[C:13]([CH3:14])=[CH:12][C:11]([C:15]([NH:17][C:18]3[CH:23]=[CH:22][C:21]([CH2:24][N:31]4[CH2:36][CH2:35][CH:34]([OH:37])[CH2:33][CH2:32]4)=[CH:20][CH:19]=3)=[O:16])=[N:10]2)[CH:7]=1. The yield is 0.470. (5) The reactants are [C:1]1([CH2:7]C(N)=O)[CH:6]=[CH:5][CH:4]=[CH:3][CH:2]=1.C1(CCC=O)C=CC=CC=1.C1([CH2:27][CH:28]([NH:39][C:40](=[O:48])[CH2:41][C:42]2[CH:47]=[CH:46][CH:45]=[CH:44][CH:43]=2)[NH:29][C:30](=[O:38])[CH2:31][C:32]2[CH:37]=[CH:36][CH:35]=[CH:34][CH:33]=2)C=CC=CC=1. No catalyst specified. The product is [C:1]1([CH2:7][CH2:27][CH:28]([NH:39][C:40](=[O:48])[CH2:41][C:42]2[CH:47]=[CH:46][CH:45]=[CH:44][CH:43]=2)[NH:29][C:30](=[O:38])[CH2:31][C:32]2[CH:33]=[CH:34][CH:35]=[CH:36][CH:37]=2)[CH:6]=[CH:5][CH:4]=[CH:3][CH:2]=1. The yield is 0.920. (6) The catalyst is C(Cl)(Cl)Cl.O=[Mn]=O. The yield is 0.940. The product is [Cl:1][C:2]1[N:3]=[CH:4][C:5]([CH:8]=[O:9])=[N:6][CH:7]=1. The reactants are [Cl:1][C:2]1[N:3]=[CH:4][C:5]([CH2:8][OH:9])=[N:6][CH:7]=1. (7) The reactants are [NH2:1][C:2]1[CH:7]=[CH:6][CH:5]=[CH:4][CH:3]=1.N1C=CC=CC=1.[CH3:14][O:15][C:16](=[O:29])[CH:17]=[CH:18][C:19]1[CH:24]=[CH:23][CH:22]=[CH:21][C:20]=1[S:25](Cl)(=[O:27])=[O:26]. The catalyst is ClCCl. The product is [CH3:14][O:15][C:16](=[O:29])[CH:17]=[CH:18][C:19]1[CH:24]=[CH:23][CH:22]=[CH:21][C:20]=1[S:25](=[O:26])(=[O:27])[NH:1][C:2]1[CH:7]=[CH:6][CH:5]=[CH:4][CH:3]=1. The yield is 0.600.